From a dataset of Full USPTO retrosynthesis dataset with 1.9M reactions from patents (1976-2016). Predict the reactants needed to synthesize the given product. (1) Given the product [C:1]([C:4]1[N:8]2[CH:9]=[C:10]([C:13]3[C:14]([C:19]4[CH:24]=[CH:23][C:22]([C:25]([O:27][CH3:28])=[O:26])=[CH:21][N:20]=4)=[N:15][CH:16]=[CH:17][CH:18]=3)[CH:11]=[CH:12][C:7]2=[N:6][CH:5]=1)(=[O:3])[NH2:2].[C:1]([C:4]1[N:8]2[CH:9]=[C:10]([C:13]3[C:14]([C:19]4[CH:24]=[CH:23][C:22]([C:25]([OH:27])=[O:26])=[CH:21][N:20]=4)=[N:15][CH:16]=[CH:17][CH:18]=3)[CH:11]=[CH:12][C:7]2=[N:6][CH:5]=1)(=[O:3])[NH2:2], predict the reactants needed to synthesize it. The reactants are: [C:1]([C:4]1[N:8]2[CH:9]=[C:10]([C:13]3[C:14]([C:19]4[CH:24]=[CH:23][C:22]([C:25]([O:27][CH3:28])=[O:26])=[CH:21][N:20]=4)=[N:15][CH:16]=[CH:17][CH:18]=3)[CH:11]=[CH:12][C:7]2=[N:6][CH:5]=1)(=[O:3])[NH2:2].FC1C=CC(C2C(C3C=CC4N(C(C(N)=O)=CN=4)C=3)=CC=CN=2)=NC=1C. (2) Given the product [O:11]1[CH2:12][CH:13]=[C:14]([C:2]2[CH:8]=[CH:7][C:5]([NH2:6])=[CH:4][C:3]=2[O:9][CH3:10])[CH2:15][CH2:16]1, predict the reactants needed to synthesize it. The reactants are: Br[C:2]1[CH:8]=[CH:7][C:5]([NH2:6])=[CH:4][C:3]=1[O:9][CH3:10].[O:11]1[CH2:16][CH:15]=[C:14](B2OC(C)(C)C(C)(C)O2)[CH2:13][CH2:12]1.C(=O)(O)[O-].[Na+]. (3) Given the product [Cl:23][C:24]1[CH:29]=[CH:28][CH:27]=[CH:26][C:25]=1[NH:30][C:31]([NH:20][CH2:19][CH2:18][CH2:17][N:8]1[CH:7]([CH2:6][C:5]2[CH:21]=[CH:22][C:2]([F:1])=[CH:3][CH:4]=2)[CH2:16][C:15]2[C:10](=[CH:11][CH:12]=[CH:13][CH:14]=2)[CH2:9]1)=[O:32], predict the reactants needed to synthesize it. The reactants are: [F:1][C:2]1[CH:22]=[CH:21][C:5]([CH2:6][CH:7]2[CH2:16][C:15]3[C:10](=[CH:11][CH:12]=[CH:13][CH:14]=3)[CH2:9][N:8]2[CH2:17][CH2:18][CH2:19][NH2:20])=[CH:4][CH:3]=1.[Cl:23][C:24]1[CH:29]=[CH:28][CH:27]=[CH:26][C:25]=1[N:30]=[C:31]=[O:32]. (4) The reactants are: [CH2:1]([C@H:3]1[O:5][CH2:4]1)Cl.ClCCCl.[C:10]1([OH:16])[CH:15]=[CH:14][CH:13]=[CH:12][CH:11]=1.[OH-].[Na+]. Given the product [CH2:1]([O:16][C:10]1[CH:15]=[CH:14][CH:13]=[CH:12][CH:11]=1)[C@@H:3]1[O:5][CH2:4]1, predict the reactants needed to synthesize it. (5) Given the product [Br:1][C:2]1[CH:10]=[C:9]2[C:5]([CH2:6][N:7]([C:12]([CH3:17])([CH3:21])[C:13]([O:15][CH3:16])=[O:14])[C:8]2=[O:11])=[CH:4][CH:3]=1, predict the reactants needed to synthesize it. The reactants are: [Br:1][C:2]1[CH:10]=[C:9]2[C:5]([CH2:6][N:7]([C@H:12]([CH:17](C)C)[C:13]([O:15][CH3:16])=[O:14])[C:8]2=[O:11])=[CH:4][CH:3]=1.Cl.[CH3:21]OC(=O)C(C)(C)N. (6) Given the product [Cl:1][C:2]1[CH:7]=[CH:6][C:5]([C:8]2[N:9]=[CH:10][C:11]([CH:21]3[CH2:26][CH2:25][N:24]([C:27](=[O:30])[CH2:28][CH3:29])[CH2:23][CH2:22]3)=[N:12][C:13]=2[C:14]2[CH:19]=[CH:18][C:17]([Cl:20])=[CH:16][CH:15]=2)=[CH:4][CH:3]=1, predict the reactants needed to synthesize it. The reactants are: [Cl:1][C:2]1[CH:7]=[CH:6][C:5]([C:8]2[C:13]([C:14]3[CH:19]=[CH:18][C:17]([Cl:20])=[CH:16][CH:15]=3)=[N:12][C:11]([CH:21]3[CH2:26][CH2:25][NH:24][CH2:23][CH2:22]3)=[CH:10][N:9]=2)=[CH:4][CH:3]=1.[C:27](Cl)(=[O:30])[CH2:28][CH3:29]. (7) The reactants are: [CH3:1][N:2]([CH2:4][C:5]1([C:11]2[CH:16]=[CH:15][C:14]([OH:17])=[CH:13][CH:12]=2)[CH2:10][CH2:9][O:8][CH2:7][CH2:6]1)[CH3:3].Cl[CH2:19][CH2:20][CH2:21][N:22]([CH2:25][CH3:26])[CH2:23][CH3:24].C([O-])([O-])=O.[K+].[K+]. Given the product [CH3:3][N:2]([CH2:4][C:5]1([C:11]2[CH:16]=[CH:15][C:14]([O:17][CH2:19][CH2:20][CH2:21][N:22]([CH2:25][CH3:26])[CH2:23][CH3:24])=[CH:13][CH:12]=2)[CH2:6][CH2:7][O:8][CH2:9][CH2:10]1)[CH3:1], predict the reactants needed to synthesize it.